From a dataset of Reaction yield outcomes from USPTO patents with 853,638 reactions. Predict the reaction yield, written as a fraction of the theoretical maximum amount of product (1.0 means a 100% yield; for example, 0.34 means a 34% yield). (1) The reactants are [C:1]([O:5][C:6]([N:8]1[CH2:13][CH2:12][CH:11]([CH2:14][CH2:15][CH2:16][N:17]=[N+]=[N-])[CH2:10][CH2:9]1)=[O:7])([CH3:4])([CH3:3])[CH3:2].C1(P(C2C=CC=CC=2)C2C=CC=CC=2)C=CC=CC=1. The catalyst is O1CCCC1. The product is [C:1]([O:5][C:6]([N:8]1[CH2:13][CH2:12][CH:11]([CH2:14][CH2:15][CH2:16][NH2:17])[CH2:10][CH2:9]1)=[O:7])([CH3:4])([CH3:3])[CH3:2]. The yield is 0.950. (2) The reactants are [C:1]([C:3]1[CH:8]=[CH:7][CH:6]=[C:5]([S:9][C:10]2[CH:15]=[CH:14][N:13]=[CH:12][CH:11]=2)[N:4]=1)#[N:2].[C:16](OC)(=[O:24])[C:17]1[C:18](=[CH:20][CH:21]=[CH:22][CH:23]=1)[SH:19].C(N(CC)CC)C. The catalyst is C1(C)C=CC=CC=1. The product is [N:13]1[CH:14]=[CH:15][C:10]([S:9][C:5]2[N:4]=[C:3]([C:1]3[S:19][C:18]4[CH:20]=[CH:21][CH:22]=[CH:23][C:17]=4[C:16](=[O:24])[N:2]=3)[CH:8]=[CH:7][CH:6]=2)=[CH:11][CH:12]=1. The yield is 0.0200.